Dataset: Rat liver microsome stability data. Task: Regression/Classification. Given a drug SMILES string, predict its absorption, distribution, metabolism, or excretion properties. Task type varies by dataset: regression for continuous measurements (e.g., permeability, clearance, half-life) or binary classification for categorical outcomes (e.g., BBB penetration, CYP inhibition). Dataset: rlm. The molecule is Cc1cc(-c2nnc3n2CCCCC3)c(C)n1-c1cccc(Cl)c1. The result is 1 (stable in rat liver microsomes).